From a dataset of Full USPTO retrosynthesis dataset with 1.9M reactions from patents (1976-2016). Predict the reactants needed to synthesize the given product. The reactants are: [CH2:1]([N:8]1[C:13](=[O:14])[C:12]2[C:15]([CH3:18])=[N:16][S:17][C:11]=2[N:10]=[C:9]1[CH2:19][CH:20]([CH3:22])[CH3:21])[C:2]1[CH:7]=[CH:6][CH:5]=[CH:4][CH:3]=1.C([O-])(=O)C.[Na+].[Br:28]Br.CCOC(C)=O. Given the product [CH2:1]([N:8]1[C:13](=[O:14])[C:12]2[C:15]([CH3:18])=[N:16][S:17][C:11]=2[N:10]=[C:9]1[CH:19]([Br:28])[CH:20]([CH3:22])[CH3:21])[C:2]1[CH:3]=[CH:4][CH:5]=[CH:6][CH:7]=1, predict the reactants needed to synthesize it.